Dataset: Reaction yield outcomes from USPTO patents with 853,638 reactions. Task: Predict the reaction yield, written as a fraction of the theoretical maximum amount of product (1.0 means a 100% yield; for example, 0.34 means a 34% yield). (1) The reactants are C([NH:5][S:6]([C:9]1[CH:14]=[CH:13][CH:12]=[C:11]([C:15]2[N:19]=[CH:18][N:17]([C:20]3[CH:25]=[C:24]([C:26]([F:29])([F:28])[F:27])[CH:23]=[C:22]([C:30]4[CH:35]=[CH:34][C:33]([C:36]([F:39])([F:38])[F:37])=[CH:32][CH:31]=4)[N:21]=3)[N:16]=2)[CH:10]=1)(=[O:8])=[O:7])(C)(C)C.C(O)(C(F)(F)F)=O. The catalyst is ClCCl. The product is [F:29][C:26]([F:27])([F:28])[C:24]1[CH:23]=[C:22]([C:30]2[CH:31]=[CH:32][C:33]([C:36]([F:39])([F:38])[F:37])=[CH:34][CH:35]=2)[N:21]=[C:20]([N:17]2[CH:18]=[N:19][C:15]([C:11]3[CH:10]=[C:9]([S:6]([NH2:5])(=[O:8])=[O:7])[CH:14]=[CH:13][CH:12]=3)=[N:16]2)[CH:25]=1. The yield is 0.270. (2) The reactants are C[O:2][C:3](=[O:32])[C@@H:4]([NH:8][C:9]([C:11]1[O:15][N:14]=[C:13]([C:16]2[CH:21]=[CH:20][C:19]([NH:22][C:23]([NH:25][CH:26]3[CH2:31][CH2:30][CH2:29][CH2:28][CH2:27]3)=[O:24])=[CH:18][CH:17]=2)[CH:12]=1)=[O:10])[CH:5]([CH3:7])[CH3:6].[K+].[Br-]. No catalyst specified. The product is [CH:26]1([NH:25][C:23](=[O:24])[NH:22][C:19]2[CH:20]=[CH:21][C:16]([C:13]3[CH:12]=[C:11]([C:9]([NH:8][C@@H:4]([CH:5]([CH3:6])[CH3:7])[C:3]([OH:32])=[O:2])=[O:10])[O:15][N:14]=3)=[CH:17][CH:18]=2)[CH2:27][CH2:28][CH2:29][CH2:30][CH2:31]1. The yield is 0.620.